From a dataset of Full USPTO retrosynthesis dataset with 1.9M reactions from patents (1976-2016). Predict the reactants needed to synthesize the given product. Given the product [Br:12][C:13]1[N:18]=[CH:17][C:16]([C:19]2([CH:27]([NH:29][C:4](=[O:6])[C:3]3[CH:7]=[CH:8][CH:9]=[C:10]([Cl:11])[C:2]=3[Cl:1])[CH3:28])[CH2:20][CH2:21][C:22]([F:25])([F:26])[CH2:23][CH2:24]2)=[CH:15][CH:14]=1, predict the reactants needed to synthesize it. The reactants are: [Cl:1][C:2]1[C:10]([Cl:11])=[CH:9][CH:8]=[CH:7][C:3]=1[C:4]([OH:6])=O.[Br:12][C:13]1[N:18]=[CH:17][C:16]([C:19]2([CH:27]([NH2:29])[CH3:28])[CH2:24][CH2:23][C:22]([F:26])([F:25])[CH2:21][CH2:20]2)=[CH:15][CH:14]=1.